From a dataset of Reaction yield outcomes from USPTO patents with 853,638 reactions. Predict the reaction yield, written as a fraction of the theoretical maximum amount of product (1.0 means a 100% yield; for example, 0.34 means a 34% yield). (1) The reactants are [C:1]([O:5][C:6]([NH:8][C:9]1([C:42]([O:44]C)=[O:43])[CH2:14][CH2:13][N:12]([C:15]2[CH:20]=[CH:19][CH:18]=[C:17]([C:21]3[C:29]4[C:24](=[CH:25][N:26]=[C:27]([C:30]5[CH:31]=[N:32][CH:33]=[CH:34][CH:35]=5)[CH:28]=4)[N:23]([CH:36]4[CH2:41][CH2:40][CH2:39][CH2:38][O:37]4)[N:22]=3)[N:16]=2)[CH2:11][CH2:10]1)=[O:7])([CH3:4])([CH3:3])[CH3:2].[OH-].[Li+]. The catalyst is CO.O1CCCC1. The product is [C:1]([O:5][C:6]([NH:8][C:9]1([C:42]([OH:44])=[O:43])[CH2:10][CH2:11][N:12]([C:15]2[CH:20]=[CH:19][CH:18]=[C:17]([C:21]3[C:29]4[C:24](=[CH:25][N:26]=[C:27]([C:30]5[CH:31]=[N:32][CH:33]=[CH:34][CH:35]=5)[CH:28]=4)[N:23]([CH:36]4[CH2:41][CH2:40][CH2:39][CH2:38][O:37]4)[N:22]=3)[N:16]=2)[CH2:13][CH2:14]1)=[O:7])([CH3:4])([CH3:2])[CH3:3]. The yield is 0.430. (2) The reactants are [N:1]([CH2:4][CH:5]([OH:23])[CH2:6][N:7]1[C:13]2[CH:14]=[CH:15][CH:16]=[CH:17][C:12]=2[CH2:11][CH2:10][C:9]2[CH:18]=[CH:19][C:20]([Cl:22])=[CH:21][C:8]1=2)=[N+]=[N-].C1C=CC(P(C2C=CC=CC=2)C2C=CC=CC=2)=CC=1. The catalyst is C1COCC1.O. The product is [NH2:1][CH2:4][CH:5]([OH:23])[CH2:6][N:7]1[C:13]2[CH:14]=[CH:15][CH:16]=[CH:17][C:12]=2[CH2:11][CH2:10][C:9]2[CH:18]=[CH:19][C:20]([Cl:22])=[CH:21][C:8]1=2. The yield is 0.610. (3) The reactants are [Cl:1][C:2]1[CH:7]=[C:6]2[NH:8][C:9](=[O:36])[C@:10]3([C@H:15]([C:16]4[CH:21]=[CH:20][CH:19]=[C:18]([Cl:22])[CH:17]=4)[CH2:14][C:13](=[O:23])[N:12]([CH2:24][C:25](O)=[O:26])[C@@H:11]3[C:28]3[CH:33]=[C:32]([F:34])[CH:31]=[CH:30][C:29]=3[CH3:35])[C:5]2=[CH:4][CH:3]=1.N1C(F)=NC(F)=NC=1[F:39].N1C=CC=CC=1. The catalyst is ClCCl. The product is [Cl:1][C:2]1[CH:7]=[C:6]2[NH:8][C:9](=[O:36])[C:10]3([CH:15]([C:16]4[CH:21]=[CH:20][CH:19]=[C:18]([Cl:22])[CH:17]=4)[CH2:14][C:13](=[O:23])[N:12]([CH2:24][C:25]([F:39])=[O:26])[CH:11]3[C:28]3[CH:33]=[C:32]([F:34])[CH:31]=[CH:30][C:29]=3[CH3:35])[C:5]2=[CH:4][CH:3]=1. The yield is 1.00. (4) The reactants are [CH2:1]([S:3]([N:6]1[CH2:11][CH2:10][CH:9]([C:12]2[C:20]3[C:15](=[C:16]([C:31]([NH2:33])=[O:32])[CH:17]=[C:18]([C:21]4[CH:26]=[CH:25][CH:24]=[C:23]([CH:27]=[N:28][O:29][CH3:30])[CH:22]=4)[CH:19]=3)[NH:14][CH:13]=2)[CH2:8][CH2:7]1)(=[O:5])=[O:4])[CH3:2].Cl.C([BH3-])#N.[Na+]. The catalyst is C(Cl)Cl.CO.O1CCOCC1. The product is [CH2:1]([S:3]([N:6]1[CH2:7][CH2:8][CH:9]([C:12]2[C:20]3[C:15](=[C:16]([C:31]([NH2:33])=[O:32])[CH:17]=[C:18]([C:21]4[CH:26]=[CH:25][CH:24]=[C:23]([CH2:27][NH:28][O:29][CH3:30])[CH:22]=4)[CH:19]=3)[NH:14][CH:13]=2)[CH2:10][CH2:11]1)(=[O:5])=[O:4])[CH3:2]. The yield is 0.890. (5) The reactants are Cl[N:2]1[CH2:7][CH2:6][C@H:5]([C:8]2[S:12][C:11]3[CH:13]=[CH:14][CH:15]=[C:16]([O:17][CH3:18])[C:10]=3[CH:9]=2)[CH2:4][C@@H:3]1[CH3:19].C1CCN2C(=NCCC2)CC1. The catalyst is C1COCC1. The product is [CH3:18][O:17][C:16]1[C:10]2[CH:9]=[C:8]([CH:5]3[CH2:6][CH2:7][N:2]=[C:3]([CH3:19])[CH2:4]3)[S:12][C:11]=2[CH:13]=[CH:14][CH:15]=1. The yield is 0.990.